Dataset: Reaction yield outcomes from USPTO patents with 853,638 reactions. Task: Predict the reaction yield, written as a fraction of the theoretical maximum amount of product (1.0 means a 100% yield; for example, 0.34 means a 34% yield). The reactants are ClC1C=CC=C(C(OO)=[O:9])C=1.[Br:12][C:13]1[C:22]([CH3:23])=[CH:21][CH:20]=[C:19]2[C:14]=1[CH:15]=[CH:16][CH:17]=[N:18]2. The catalyst is C(Cl)Cl. The product is [Br:12][C:13]1[C:22]([CH3:23])=[CH:21][CH:20]=[C:19]2[C:14]=1[CH:15]=[CH:16][CH:17]=[N+:18]2[O-:9]. The yield is 1.00.